From a dataset of Catalyst prediction with 721,799 reactions and 888 catalyst types from USPTO. Predict which catalyst facilitates the given reaction. (1) Reactant: [NH2:1][C:2]1[C:17]([OH:18])=[CH:16][C:15]([Br:19])=[CH:14][C:3]=1[C:4]([NH:6][C:7]1[CH:12]=[CH:11][C:10]([Cl:13])=[CH:9][N:8]=1)=[O:5].[CH:20]([N:23]1[CH2:28][CH2:27][CH:26]([C:29](O)=[O:30])[CH2:25][CH2:24]1)([CH3:22])[CH3:21].Cl.C(N=C=NCCCN(C)C)C.ON1C2C=CC=CC=2N=N1.C(=O)(O)[O-].[Na+]. Product: [Br:19][C:15]1[CH:16]=[C:17]([OH:18])[C:2]([NH:1][C:29]([CH:26]2[CH2:27][CH2:28][N:23]([CH:20]([CH3:22])[CH3:21])[CH2:24][CH2:25]2)=[O:30])=[C:3]([C:4](=[O:5])[NH:6][C:7]2[CH:12]=[CH:11][C:10]([Cl:13])=[CH:9][N:8]=2)[CH:14]=1. The catalyst class is: 42. (2) Reactant: [C:1]([C@@H:3]([NH:12][C:13]([C:15]1([NH:21][C:22](=[O:28])[O:23][C:24]([CH3:27])([CH3:26])[CH3:25])[CH2:20][CH2:19][O:18][CH2:17][CH2:16]1)=[O:14])[CH2:4][C:5]1[CH:10]=[CH:9][C:8](I)=[CH:7][CH:6]=1)#[N:2].[CH3:29][O:30][C:31]1[CH:36]=[CH:35][C:34](B(O)O)=[CH:33][CH:32]=1.C([O-])(=O)C.[K+]. Product: [C:1]([C@@H:3]([NH:12][C:13]([C:15]1([NH:21][C:22](=[O:28])[O:23][C:24]([CH3:27])([CH3:26])[CH3:25])[CH2:20][CH2:19][O:18][CH2:17][CH2:16]1)=[O:14])[CH2:4][C:5]1[CH:10]=[CH:9][C:8]([C:34]2[CH:35]=[CH:36][C:31]([O:30][CH3:29])=[CH:32][CH:33]=2)=[CH:7][CH:6]=1)#[N:2]. The catalyst class is: 10. (3) Reactant: [CH2:1]([O:3][P:4]([C:9]([C:12]1[CH:21]=[C:20]2[C:15]([CH:16]=[CH:17][C:18]([CH:22]=O)=[N:19]2)=[CH:14][C:13]=1[Br:24])([F:11])[F:10])(=[O:8])[O:5][CH2:6][CH3:7])[CH3:2].Cl.[NH2:26][OH:27].C([O-])(=O)C.[Na+].C(=O)([O-])O.[Na+]. Product: [CH2:1]([O:3][P:4]([C:9]([C:12]1[CH:21]=[C:20]2[C:15]([CH:16]=[CH:17][C:18](/[CH:22]=[N:26]/[OH:27])=[N:19]2)=[CH:14][C:13]=1[Br:24])([F:11])[F:10])(=[O:8])[O:5][CH2:6][CH3:7])[CH3:2]. The catalyst class is: 8. (4) Reactant: Cl.Cl.[O:3]1[CH2:8][CH2:7][CH:6]([NH:9][NH2:10])[CH2:5][CH2:4]1.CN1CCCC1=O.CCN(C(C)C)C(C)C.[Br:27][C:28]1[C:33]([C:34]([F:37])([F:36])[F:35])=[CH:32][C:31]([NH:38][C:39](=[O:44])[C:40]([F:43])([F:42])[F:41])=[C:30]([C:45](=O)/[CH:46]=[CH:47]/N(C)C)[CH:29]=1. Product: [Br:27][C:28]1[C:33]([C:34]([F:37])([F:35])[F:36])=[CH:32][C:31]([NH:38][C:39](=[O:44])[C:40]([F:41])([F:42])[F:43])=[C:30]([C:45]2[N:9]([CH:6]3[CH2:7][CH2:8][O:3][CH2:4][CH2:5]3)[N:10]=[CH:47][CH:46]=2)[CH:29]=1. The catalyst class is: 6. (5) Product: [CH:10]1[C:9]2[CH2:14][C:15](=[O:17])[C:6]3[CH:5]=[CH:4][CH:3]=[CH:2][C:1]=3[S:7][C:8]=2[CH:13]=[CH:12][CH:11]=1. Reactant: [C:1]1([S:7][C:8]2[CH:13]=[CH:12][CH:11]=[CH:10][C:9]=2[CH2:14][C:15]([OH:17])=O)[CH:6]=[CH:5][CH:4]=[CH:3][CH:2]=1. The catalyst class is: 260.